From a dataset of Full USPTO retrosynthesis dataset with 1.9M reactions from patents (1976-2016). Predict the reactants needed to synthesize the given product. (1) Given the product [Br:1][C:2]1[CH:3]=[C:4]([N+:11]([O-:13])=[O:12])[CH:5]=[C:6]2[C:10]=1[N:9]([CH2:14][CH3:15])[CH:8]=[CH:7]2, predict the reactants needed to synthesize it. The reactants are: [Br:1][C:2]1[CH:3]=[C:4]([N+:11]([O-:13])=[O:12])[CH:5]=[C:6]2[C:10]=1[NH:9][CH:8]=[CH:7]2.[CH3:14][C:15](C)([O-])C.[K+].C(I)C.O. (2) Given the product [C:1]1([CH2:7][C:8]2[CH:9]=[C:10]3[C:15](=[C:16]([N:18]4[CH2:23][CH2:22][NH:21][CH2:20][CH2:19]4)[CH:17]=2)[N:14]=[C:13]([CH2:24][CH2:25][C:26]([O:28][CH3:29])=[O:27])[CH:12]=[CH:11]3)[CH:6]=[CH:5][CH:4]=[CH:3][CH:2]=1, predict the reactants needed to synthesize it. The reactants are: [C:1]1([CH2:7][C:8]2[CH:9]=[C:10]3[C:15](=[C:16]([N:18]4[CH2:23][CH2:22][NH:21][CH2:20][CH2:19]4)[CH:17]=2)[N:14]=[C:13](/[CH:24]=[CH:25]/[C:26]([O:28][CH3:29])=[O:27])[CH:12]=[CH:11]3)[CH:6]=[CH:5][CH:4]=[CH:3][CH:2]=1.C(O)(=O)C.